From a dataset of Full USPTO retrosynthesis dataset with 1.9M reactions from patents (1976-2016). Predict the reactants needed to synthesize the given product. (1) Given the product [C:1]([O:5][C:6]([CH:8]1[CH2:9][CH2:10][N:11]([C:14]2[C:24]([C:25]#[N:26])=[CH:23][C:17]([C:18]([OH:20])=[O:19])=[C:16]([CH2:27][N:28]3[CH2:32][CH2:31][CH2:30][C:29]3=[O:33])[N:15]=2)[CH2:12][CH2:13]1)=[O:7])([CH3:4])([CH3:2])[CH3:3], predict the reactants needed to synthesize it. The reactants are: [C:1]([O:5][C:6]([CH:8]1[CH2:13][CH2:12][N:11]([C:14]2[C:24]([C:25]#[N:26])=[CH:23][C:17]([C:18]([O:20]CC)=[O:19])=[C:16]([CH2:27][N:28]3[CH2:32][CH2:31][CH2:30][C:29]3=[O:33])[N:15]=2)[CH2:10][CH2:9]1)=[O:7])([CH3:4])([CH3:3])[CH3:2].[OH-].[Na+].C(O)=O.O. (2) Given the product [CH3:56][O:57][C:47]1[CH:48]=[CH:40][C:39]([CH2:41][N:30]([C:17]2[CH:16]=[C:15]([O:14][CH3:13])[N:20]=[C:19]([S:12][CH2:10][C:7]3[CH:6]=[CH:5][N:4]=[CH:9][CH:8]=3)[N:18]=2)[S:31]([N:34]2[CH2:35][CH2:36][CH2:37]2)(=[O:32])=[O:33])=[CH:38][CH:46]=1, predict the reactants needed to synthesize it. The reactants are: [H-].[Na+].Cl.[N:4]1[CH:9]=[CH:8][C:7]([CH:10]([SH:12])C)=[CH:6][CH:5]=1.[CH3:13][O:14][C:15]1[N:20]=[C:19](SCCC2C=CC=CC=2)[N:18]=[C:17]([NH:30][S:31]([N:34]2[CH2:37][CH2:36][CH2:35]2)(=[O:33])=[O:32])[CH:16]=1.[CH3:38][C:39]([O-])([CH3:41])[CH3:40].[K+].Br.N1C=C[C:48](CBr)=[CH:47][CH:46]=1.CN([CH:56]=[O:57])C. (3) Given the product [Br:38][CH2:16][C:15]#[C:14][C:11]1[CH:12]=[CH:13][C:8]([O:1][C:2]2[CH:7]=[CH:6][CH:5]=[CH:4][CH:3]=2)=[CH:9][CH:10]=1, predict the reactants needed to synthesize it. The reactants are: [O:1]([C:8]1[CH:13]=[CH:12][C:11]([C:14]#[C:15][CH2:16]O)=[CH:10][CH:9]=1)[C:2]1[CH:7]=[CH:6][CH:5]=[CH:4][CH:3]=1.C1(P(C2C=CC=CC=2)C2C=CC=CC=2)C=CC=CC=1.C(Br)(Br)(Br)[Br:38].